Dataset: Full USPTO retrosynthesis dataset with 1.9M reactions from patents (1976-2016). Task: Predict the reactants needed to synthesize the given product. (1) Given the product [Br:20][C:11]1[C:4]([CH:1]2[CH2:2][CH2:3]2)=[N:5][C:6]([OH:12])=[C:7]([CH:10]=1)[C:8]#[N:9], predict the reactants needed to synthesize it. The reactants are: [CH:1]1([C:4]2[CH:11]=[CH:10][C:7]([C:8]#[N:9])=[C:6]([OH:12])[N:5]=2)[CH2:3][CH2:2]1.C1C(=O)N([Br:20])C(=O)C1.O. (2) Given the product [C:1]([O:5][C:6](=[O:7])[N:8]([CH2:24][C:25]1[CH:30]=[CH:29][C:28]([C:73]2[CH:72]=[CH:71][C:70]([N:75]3[CH2:79][C@H:78]([CH2:80][NH:81][C:82](=[O:84])[CH3:83])[O:77][C:76]3=[O:85])=[CH:69][C:68]=2[F:67])=[CH:27][CH:26]=1)[CH2:9][C:10]1[N:11]=[N:12][N:13]([CH2:15][C:16]2[CH:21]=[CH:20][C:19]([O:22][CH3:23])=[CH:18][CH:17]=2)[CH:14]=1)([CH3:4])([CH3:3])[CH3:2].[C:34]([O:38][C:39](=[O:40])[N:41]([CH2:57][C:58]1[CH:63]=[CH:62][C:61]([C:73]2[CH:72]=[CH:71][C:70]([N:75]3[CH2:79][C@H:78]([CH2:80][NH:81][C:82](=[O:84])[CH3:83])[O:77][C:76]3=[O:85])=[CH:69][C:68]=2[F:67])=[CH:60][CH:59]=1)[CH2:42][C:43]1[N:44]([CH2:48][C:49]2[CH:54]=[CH:53][C:52]([O:55][CH3:56])=[CH:51][CH:50]=2)[N:45]=[N:46][CH:47]=1)([CH3:37])([CH3:36])[CH3:35], predict the reactants needed to synthesize it. The reactants are: [C:1]([O:5][C:6]([N:8]([CH2:24][C:25]1[CH:30]=[CH:29][C:28](B(O)O)=[CH:27][CH:26]=1)[CH2:9][C:10]1[N:11]=[N:12][N:13]([CH2:15][C:16]2[CH:21]=[CH:20][C:19]([O:22][CH3:23])=[CH:18][CH:17]=2)[CH:14]=1)=[O:7])([CH3:4])([CH3:3])[CH3:2].[C:34]([O:38][C:39]([N:41]([CH2:57][C:58]1[CH:63]=[CH:62][C:61](B(O)O)=[CH:60][CH:59]=1)[CH2:42][C:43]1[N:44]([CH2:48][C:49]2[CH:54]=[CH:53][C:52]([O:55][CH3:56])=[CH:51][CH:50]=2)[N:45]=[N:46][CH:47]=1)=[O:40])([CH3:37])([CH3:36])[CH3:35].[F:67][C:68]1[CH:69]=[C:70]([N:75]2[CH2:79][C@H:78]([CH2:80][NH:81][C:82](=[O:84])[CH3:83])[O:77][C:76]2=[O:85])[CH:71]=[CH:72][C:73]=1I.C([O-])([O-])=O.[K+].[K+].